This data is from Full USPTO retrosynthesis dataset with 1.9M reactions from patents (1976-2016). The task is: Predict the reactants needed to synthesize the given product. Given the product [S:1]1[C:5]2[CH:6]=[CH:7][CH:8]=[CH:9][C:4]=2[N:3]=[C:2]1[C:10]1[C:12]2[CH:17]=[CH:16][CH:15]=[CH:14][C:13]=2[O:18][C:26]=1[C:27]([O:29][CH2:30][CH3:31])=[O:28], predict the reactants needed to synthesize it. The reactants are: [S:1]1[C:5]2[CH:6]=[CH:7][CH:8]=[CH:9][C:4]=2[N:3]=[C:2]1[C:10]([C:12]1[CH:17]=[CH:16][CH:15]=[CH:14][C:13]=1[OH:18])=O.C(=O)([O-])[O-].[K+].[K+].Br[CH:26](C(OCC)=O)[C:27]([O:29][CH2:30][CH3:31])=[O:28].O.